Dataset: Forward reaction prediction with 1.9M reactions from USPTO patents (1976-2016). Task: Predict the product of the given reaction. Given the reactants [C:1]1([NH:7][C:8]2[C:13]([NH:14][C:15]3[CH:20]=[CH:19][CH:18]=[CH:17][CH:16]=3)=[N:12][CH:11]=[CH:10][N:9]=2)[CH:6]=[CH:5][CH:4]=[CH:3][CH:2]=1.[I-:21].[NH4+].[CH:23](OCC)(OCC)OCC, predict the reaction product. The product is: [I-:21].[C:1]1([N+:7]2[C:8]3[N:9]=[CH:10][CH:11]=[N:12][C:13]=3[N:14]([C:15]3[CH:16]=[CH:17][CH:18]=[CH:19][CH:20]=3)[CH:23]=2)[CH:6]=[CH:5][CH:4]=[CH:3][CH:2]=1.